Task: Regression. Given two drug SMILES strings and cell line genomic features, predict the synergy score measuring deviation from expected non-interaction effect.. Dataset: NCI-60 drug combinations with 297,098 pairs across 59 cell lines (1) Drug 1: C1=NC2=C(N=C(N=C2N1C3C(C(C(O3)CO)O)F)Cl)N. Drug 2: CC1=C(N=C(N=C1N)C(CC(=O)N)NCC(C(=O)N)N)C(=O)NC(C(C2=CN=CN2)OC3C(C(C(C(O3)CO)O)O)OC4C(C(C(C(O4)CO)O)OC(=O)N)O)C(=O)NC(C)C(C(C)C(=O)NC(C(C)O)C(=O)NCCC5=NC(=CS5)C6=NC(=CS6)C(=O)NCCC[S+](C)C)O. Cell line: EKVX. Synergy scores: CSS=3.16, Synergy_ZIP=2.00, Synergy_Bliss=7.06, Synergy_Loewe=-1.71, Synergy_HSA=-0.703. (2) Drug 1: CC12CCC(CC1=CCC3C2CCC4(C3CC=C4C5=CN=CC=C5)C)O. Drug 2: CC1=C2C(C(=O)C3(C(CC4C(C3C(C(C2(C)C)(CC1OC(=O)C(C(C5=CC=CC=C5)NC(=O)OC(C)(C)C)O)O)OC(=O)C6=CC=CC=C6)(CO4)OC(=O)C)OC)C)OC. Cell line: PC-3. Synergy scores: CSS=42.6, Synergy_ZIP=-0.698, Synergy_Bliss=-2.45, Synergy_Loewe=-24.9, Synergy_HSA=-1.13. (3) Drug 1: C1=CC(=CC=C1C#N)C(C2=CC=C(C=C2)C#N)N3C=NC=N3. Drug 2: CCCCCOC(=O)NC1=NC(=O)N(C=C1F)C2C(C(C(O2)C)O)O. Cell line: HL-60(TB). Synergy scores: CSS=9.27, Synergy_ZIP=0.130, Synergy_Bliss=3.34, Synergy_Loewe=-1.21, Synergy_HSA=-0.305.